This data is from Catalyst prediction with 721,799 reactions and 888 catalyst types from USPTO. The task is: Predict which catalyst facilitates the given reaction. (1) Reactant: [CH3:1][C:2]1([CH3:8])[CH2:6][CH2:5][NH:4][C:3]1=[O:7].C[Si](C)(C)[N-][Si](C)(C)C.[Li+].Cl[C:20]([O:22][CH2:23][C:24]1[CH:29]=[CH:28][CH:27]=[CH:26][CH:25]=1)=[O:21]. Product: [CH3:1][C:2]1([CH3:8])[CH2:6][CH2:5][N:4]([C:20]([O:22][CH2:23][C:24]2[CH:29]=[CH:28][CH:27]=[CH:26][CH:25]=2)=[O:21])[C:3]1=[O:7]. The catalyst class is: 1. (2) Reactant: [Cl:1][C:2]1[CH:17]=[CH:16][C:15]([Cl:18])=[CH:14][C:3]=1[O:4][C:5]1[CH:13]=[CH:12][CH:11]=[CH:10][C:6]=1[C:7]([OH:9])=O.C(N(C(C)C)C(C)C)C.CN(C(ON1N=NC2C=CC=NC1=2)=[N+](C)C)C.F[P-](F)(F)(F)(F)F.[NH:52]1[C:61]2[C:56](=[CH:57][CH:58]=[CH:59][CH:60]=2)[CH2:55][CH2:54][CH2:53]1. Product: [Cl:1][C:2]1[CH:17]=[CH:16][C:15]([Cl:18])=[CH:14][C:3]=1[O:4][C:5]1[CH:13]=[CH:12][CH:11]=[CH:10][C:6]=1[C:7]([N:52]1[C:61]2[C:56](=[CH:57][CH:58]=[CH:59][CH:60]=2)[CH2:55][CH2:54][CH2:53]1)=[O:9]. The catalyst class is: 3. (3) Reactant: [C:1]1([C@H:7]([O:9][C:10]2[C:19]3[C:14](=[CH:15][CH:16]=[CH:17][CH:18]=3)[C:13]([C:20]3[C:29]4[C:24](=[CH:25][CH:26]=[CH:27][CH:28]=4)[CH:23]=[CH:22][C:21]=3[OH:30])=[N:12][N:11]=2)[CH3:8])[CH:6]=[CH:5][CH:4]=[CH:3][CH:2]=1.N1C=CC=CC=1.[F:37][C:38]([F:51])([F:50])[S:39](O[S:39]([C:38]([F:51])([F:50])[F:37])(=[O:41])=[O:40])(=[O:41])=[O:40]. Product: [C:1]1([C@H:7]([O:9][C:10]2[C:19]3[C:14](=[CH:15][CH:16]=[CH:17][CH:18]=3)[C:13]([C:20]3[C:29]4[C:24](=[CH:25][CH:26]=[CH:27][CH:28]=4)[CH:23]=[CH:22][C:21]=3[O:30][S:39]([C:38]([F:51])([F:50])[F:37])(=[O:41])=[O:40])=[N:12][N:11]=2)[CH3:8])[CH:2]=[CH:3][CH:4]=[CH:5][CH:6]=1. The catalyst class is: 4. (4) Reactant: [NH:1]1[C:5]2[CH:6]=[CH:7][C:8]([C:10]3[CH:44]=[C:43]([Cl:45])[CH:42]=[CH:41][C:11]=3[O:12][C:13]3[C:18]([F:19])=[CH:17][C:16]([S:20]([N:23](CC4C=CC(OC)=CC=4OC)[C:24]4[S:28][N:27]=[CH:26][N:25]=4)(=[O:22])=[O:21])=[C:15]([F:40])[CH:14]=3)=[CH:9][C:4]=2[N:3]=[CH:2]1.FC(F)(F)C(O)=O. Product: [NH:1]1[C:5]2[CH:6]=[CH:7][C:8]([C:10]3[CH:44]=[C:43]([Cl:45])[CH:42]=[CH:41][C:11]=3[O:12][C:13]3[C:18]([F:19])=[CH:17][C:16]([S:20]([NH:23][C:24]4[S:28][N:27]=[CH:26][N:25]=4)(=[O:21])=[O:22])=[C:15]([F:40])[CH:14]=3)=[CH:9][C:4]=2[N:3]=[CH:2]1. The catalyst class is: 4. (5) Reactant: [CH3:1][O:2][CH2:3][CH2:4][N:5]1[CH:9]=[CH:8][C:7]([NH2:10])=[N:6]1.N1C(C)=CC=CC=1C.[CH:19]1([CH2:24][C@H:25]([C:29]2[CH:34]=[CH:33][CH:32]=[C:31]([C:35]([F:38])([F:37])[F:36])[CH:30]=2)[C:26](Cl)=[O:27])[CH2:23][CH2:22][CH2:21][CH2:20]1. Product: [CH:19]1([CH2:24][C@H:25]([C:29]2[CH:34]=[CH:33][CH:32]=[C:31]([C:35]([F:36])([F:37])[F:38])[CH:30]=2)[C:26]([NH:10][C:7]2[CH:8]=[CH:9][N:5]([CH2:4][CH2:3][O:2][CH3:1])[N:6]=2)=[O:27])[CH2:23][CH2:22][CH2:21][CH2:20]1. The catalyst class is: 2.